Task: Predict the product of the given reaction.. Dataset: Forward reaction prediction with 1.9M reactions from USPTO patents (1976-2016) (1) Given the reactants Br[C:2]1[CH:7]=[CH:6][C:5]([S:8]([NH:11][CH:12]2[CH2:14][CH2:13]2)(=[O:10])=[O:9])=[CH:4][CH:3]=1.[NH2:15][C:16]1[N:21]=[CH:20][C:19](B(O)O)=[CH:18][C:17]=1[C:25]1[CH:30]=[CH:29][C:28]([C:31](=[O:33])[NH2:32])=[CH:27][CH:26]=1, predict the reaction product. The product is: [NH2:15][C:16]1[C:17]([C:25]2[CH:30]=[CH:29][C:28]([C:31]([NH2:32])=[O:33])=[CH:27][CH:26]=2)=[CH:18][C:19]([C:2]2[CH:7]=[CH:6][C:5]([S:8](=[O:10])(=[O:9])[NH:11][CH:12]3[CH2:14][CH2:13]3)=[CH:4][CH:3]=2)=[CH:20][N:21]=1. (2) Given the reactants C([O:3][C:4](=O)[CH2:5][C:6]1([F:19])[CH2:11][CH2:10][N:9]([C:12]([O:14][C:15]([CH3:18])([CH3:17])[CH3:16])=[O:13])[CH2:8][CH2:7]1)C.[H-].C([Al+]CC(C)C)C(C)C, predict the reaction product. The product is: [F:19][C:6]1([CH2:5][CH2:4][OH:3])[CH2:7][CH2:8][N:9]([C:12]([O:14][C:15]([CH3:16])([CH3:17])[CH3:18])=[O:13])[CH2:10][CH2:11]1. (3) Given the reactants [CH2:1]([O:3][C:4](=[O:29])[CH2:5][CH2:6][C:7]1[N:8]([C:19]2[CH:24]=[CH:23][C:22]([C:25](=[O:27])[NH2:26])=[CH:21][C:20]=2[CH3:28])[C:9]([C:12]2[CH:17]=[CH:16][C:15]([NH2:18])=[CH:14][CH:13]=2)=[CH:10][CH:11]=1)[CH3:2].[CH:30]([NH:32][NH:33][CH:34]=O)=O.Cl[Si](C)(C)C.C(N(CC)CC)C, predict the reaction product. The product is: [CH2:1]([O:3][C:4](=[O:29])[CH2:5][CH2:6][C:7]1[N:8]([C:19]2[CH:24]=[CH:23][C:22]([C:25](=[O:27])[NH2:26])=[CH:21][C:20]=2[CH3:28])[C:9]([C:12]2[CH:13]=[CH:14][C:15]([N:18]3[CH:34]=[N:33][N:32]=[CH:30]3)=[CH:16][CH:17]=2)=[CH:10][CH:11]=1)[CH3:2]. (4) The product is: [Cl:8][C:9]1[C:10]([C:24]([NH2:26])=[O:25])=[C:11]2[CH2:16][N:15]([C:42](=[O:43])[CH2:41][CH2:40][CH:34]3[CH2:39][CH2:38][CH2:37][CH2:36][CH2:35]3)[CH2:14][CH2:13][N:12]2[C:17]=1[C:18]1[CH:23]=[CH:22][CH:21]=[CH:20][CH:19]=1. Given the reactants FC(F)(F)C(O)=O.[Cl:8][C:9]1[C:10]([C:24]([NH2:26])=[O:25])=[C:11]2[CH2:16][NH:15][CH2:14][CH2:13][N:12]2[C:17]=1[C:18]1[CH:23]=[CH:22][CH:21]=[CH:20][CH:19]=1.C(N(CC)CC)C.[CH:34]1([CH2:40][CH2:41][C:42](Cl)=[O:43])[CH2:39][CH2:38][CH2:37][CH2:36][CH2:35]1, predict the reaction product.